This data is from Full USPTO retrosynthesis dataset with 1.9M reactions from patents (1976-2016). The task is: Predict the reactants needed to synthesize the given product. (1) Given the product [NH2:1][C:2]1[C:3]2[S:10][CH:9]=[C:8](/[CH:11]=[CH:12]/[C:13]3[CH:14]=[C:15]([CH:19]=[CH:20][C:21]=3[CH3:22])[C:16]([NH:34][C:33]3[CH:35]=[C:36]([C:38]([F:39])([F:40])[F:41])[CH:37]=[C:31]([N:28]4[CH2:29][CH2:30][N:25]([CH2:23][CH3:24])[CH2:26][CH2:27]4)[CH:32]=3)=[O:18])[C:4]=2[N:5]=[CH:6][N:7]=1, predict the reactants needed to synthesize it. The reactants are: [NH2:1][C:2]1[C:3]2[S:10][CH:9]=[C:8](/[CH:11]=[CH:12]/[C:13]3[CH:14]=[C:15]([CH:19]=[CH:20][C:21]=3[CH3:22])[C:16]([OH:18])=O)[C:4]=2[N:5]=[CH:6][N:7]=1.[CH2:23]([N:25]1[CH2:30][CH2:29][N:28]([C:31]2[CH:32]=[C:33]([CH:35]=[C:36]([C:38]([F:41])([F:40])[F:39])[CH:37]=2)[NH2:34])[CH2:27][CH2:26]1)[CH3:24]. (2) Given the product [Cl:8][C:9]1[CH:10]=[C:11]([S:16]([NH:7][C:3]2[N:2]=[N:1][CH:6]=[CH:5][CH:4]=2)(=[O:17])=[O:18])[CH:12]=[CH:13][C:14]=1[F:15], predict the reactants needed to synthesize it. The reactants are: [N:1]1[CH:6]=[CH:5][CH:4]=[C:3]([NH2:7])[N:2]=1.[Cl:8][C:9]1[CH:10]=[C:11]([S:16](Cl)(=[O:18])=[O:17])[CH:12]=[CH:13][C:14]=1[F:15].N12CCN(CC1)CC2.